Dataset: Cav3 T-type calcium channel HTS with 100,875 compounds. Task: Binary Classification. Given a drug SMILES string, predict its activity (active/inactive) in a high-throughput screening assay against a specified biological target. The drug is O=C1N(NC(=O)C1(CC)CC)c1ccccc1. The result is 0 (inactive).